From a dataset of NCI-60 drug combinations with 297,098 pairs across 59 cell lines. Regression. Given two drug SMILES strings and cell line genomic features, predict the synergy score measuring deviation from expected non-interaction effect. Cell line: OVCAR-8. Drug 2: C1=CC(=CC=C1CC(C(=O)O)N)N(CCCl)CCCl.Cl. Drug 1: CC(C1=C(C=CC(=C1Cl)F)Cl)OC2=C(N=CC(=C2)C3=CN(N=C3)C4CCNCC4)N. Synergy scores: CSS=15.0, Synergy_ZIP=-4.43, Synergy_Bliss=0.172, Synergy_Loewe=-3.04, Synergy_HSA=-2.16.